Dataset: Forward reaction prediction with 1.9M reactions from USPTO patents (1976-2016). Task: Predict the product of the given reaction. (1) Given the reactants Br[C:2]1[S:3][C:4]2[C:5](=O)[NH:6][C:7](C)(C)C[CH2:9][C:10]=2[N:11]=1.[Cl:15][C:16]1[CH:21]=[C:20](B(O)O)[CH:19]=[CH:18][N:17]=1.[O-]P([O-])([O-])=O.[K+].[K+].[K+].[CH:33]1(P(C2CCCCC2)C2CCCCC2)CCCCC1.[OH2:52].O1[CH2:58][CH2:57]OCC1, predict the reaction product. The product is: [Cl:15][C:16]1[CH:21]=[C:20]([C:2]2[S:3][C:4]3[C:5](=[O:52])[NH:6][CH2:7][C:57]([CH3:58])([CH3:33])[CH2:9][C:10]=3[N:11]=2)[CH:19]=[CH:18][N:17]=1. (2) The product is: [Cl:1][C:2]1[N:7]=[CH:6][C:5]([C:8]2[NH:12][C:11]3[CH:13]=[CH:14][CH:15]=[C:16]([C:17]([NH:25][C:21]4[S:20][CH:24]=[CH:23][N:22]=4)=[O:19])[C:10]=3[N:9]=2)=[CH:4][CH:3]=1. Given the reactants [Cl:1][C:2]1[N:7]=[CH:6][C:5]([C:8]2[NH:12][C:11]3[CH:13]=[CH:14][CH:15]=[C:16]([C:17]([OH:19])=O)[C:10]=3[N:9]=2)=[CH:4][CH:3]=1.[S:20]1[CH:24]=[CH:23][N:22]=[C:21]1[NH2:25].CN(C(ON1N=NC2C=CC=NC1=2)=[N+](C)C)C.F[P-](F)(F)(F)(F)F.CCN(C(C)C)C(C)C, predict the reaction product. (3) Given the reactants [N:1]1([C:7]2[N:12]=[C:11]([N:13]3[CH:18]4[CH2:19][CH2:20][CH:14]3[CH2:15][O:16][CH2:17]4)[N:10]=[C:9]([C:21]3[CH:27]=[CH:26][C:24]([NH2:25])=[CH:23][CH:22]=3)[N:8]=2)[CH2:6][CH2:5][O:4][CH2:3][CH2:2]1.ClC(Cl)(O[C:32](=[O:38])OC(Cl)(Cl)Cl)Cl.[NH2:40][C:41]1[CH:48]=[CH:47][C:44]([C:45]#[N:46])=[CH:43][CH:42]=1, predict the reaction product. The product is: [C:45]([C:44]1[CH:47]=[CH:48][C:41]([NH:40][C:32]([NH:25][C:24]2[CH:26]=[CH:27][C:21]([C:9]3[N:8]=[C:7]([N:1]4[CH2:2][CH2:3][O:4][CH2:5][CH2:6]4)[N:12]=[C:11]([N:13]4[CH:14]5[CH2:20][CH2:19][CH:18]4[CH2:17][O:16][CH2:15]5)[N:10]=3)=[CH:22][CH:23]=2)=[O:38])=[CH:42][CH:43]=1)#[N:46]. (4) Given the reactants [H-].[Na+].CN(C)C=O.[OH:8][C:9]1[CH:10]=[N:11][CH:12]=[CH:13][CH:14]=1.Cl[C:16]1[CH:21]=[CH:20][C:19]([CH:22]=[O:23])=[CH:18][N:17]=1, predict the reaction product. The product is: [N:11]1[CH:12]=[CH:13][CH:14]=[C:9]([O:8][C:16]2[N:17]=[CH:18][C:19]([CH:22]=[O:23])=[CH:20][CH:21]=2)[CH:10]=1. (5) Given the reactants [CH2:1]([O:8][C@@H:9]1[C@H:13]([CH2:14][O:15][CH2:16][C:17]2[CH:22]=[CH:21][CH:20]=[CH:19][CH:18]=2)[CH2:12][C@@H:11]([OH:23])[CH2:10]1)[C:2]1[CH:7]=[CH:6][CH:5]=[CH:4][CH:3]=1.[H-].[Na+].[Cl:26][C:27]1[CH:32]=[C:31](Cl)[N:30]=[CH:29][N:28]=1, predict the reaction product. The product is: [CH2:1]([O:8][C@@H:9]1[C@H:13]([CH2:14][O:15][CH2:16][C:17]2[CH:22]=[CH:21][CH:20]=[CH:19][CH:18]=2)[CH2:12][C@@H:11]([O:23][C:31]2[CH:32]=[C:27]([Cl:26])[N:28]=[CH:29][N:30]=2)[CH2:10]1)[C:2]1[CH:3]=[CH:4][CH:5]=[CH:6][CH:7]=1. (6) Given the reactants [NH2:1][C:2]1[S:3][C:4]([CH2:11][CH2:12][CH3:13])=[CH:5][C:6]=1[C:7]([O:9]C)=O.ClC(Cl)(O[C:18](=[O:24])OC(Cl)(Cl)Cl)Cl.C(N(CC)CC)C.[C:33]1([CH2:39][CH2:40][NH2:41])[CH:38]=[CH:37][CH:36]=[CH:35][CH:34]=1, predict the reaction product. The product is: [C:33]1([CH2:39][CH2:40][N:41]2[C:7](=[O:9])[C:6]3[CH:5]=[C:4]([CH2:11][CH2:12][CH3:13])[S:3][C:2]=3[NH:1][C:18]2=[O:24])[CH:38]=[CH:37][CH:36]=[CH:35][CH:34]=1. (7) Given the reactants [F:1][C:2]1[N:7]=[CH:6][C:5]([CH:8]=O)=[CH:4][CH:3]=1.[F:10][C:11]1[CH:12]=[C:13]([NH2:18])[C:14]([NH2:17])=[CH:15][CH:16]=1.S([O-])(O[O-])(=O)=O.[K+].[K+], predict the reaction product. The product is: [F:10][C:11]1[CH:16]=[CH:15][C:14]2[N:17]=[C:8]([C:5]3[CH:6]=[N:7][C:2]([F:1])=[CH:3][CH:4]=3)[NH:18][C:13]=2[CH:12]=1.